Dataset: Forward reaction prediction with 1.9M reactions from USPTO patents (1976-2016). Task: Predict the product of the given reaction. Given the reactants Cl.[CH:2]1([CH2:5][O:6][C:7]2[CH:12]=[C:11]([F:13])[CH:10]=[CH:9][C:8]=2[C:14]2[C:15]3[NH:22][C:21]([CH3:23])=[C:20]([C:24]([NH:26][C@H:27]4[C@H:31]([OH:32])[CH2:30][NH:29][CH2:28]4)=[O:25])[C:16]=3[N:17]=[CH:18][N:19]=2)[CH2:4][CH2:3]1.C([O:36][CH2:37][C:38](Cl)=[O:39])(=O)C, predict the reaction product. The product is: [CH:2]1([CH2:5][O:6][C:7]2[CH:12]=[C:11]([F:13])[CH:10]=[CH:9][C:8]=2[C:14]2[C:15]3[NH:22][C:21]([CH3:23])=[C:20]([C:24]([NH:26][C@H:27]4[C@H:31]([OH:32])[CH2:30][N:29]([C:37](=[O:36])[CH2:38][OH:39])[CH2:28]4)=[O:25])[C:16]=3[N:17]=[CH:18][N:19]=2)[CH2:4][CH2:3]1.